This data is from Peptide-MHC class I binding affinity with 185,985 pairs from IEDB/IMGT. The task is: Regression. Given a peptide amino acid sequence and an MHC pseudo amino acid sequence, predict their binding affinity value. This is MHC class I binding data. (1) The peptide sequence is ATYGWNLVK. The MHC is HLA-A31:01 with pseudo-sequence HLA-A31:01. The binding affinity (normalized) is 0.936. (2) The peptide sequence is KISVEKIKQT. The MHC is HLA-A02:06 with pseudo-sequence HLA-A02:06. The binding affinity (normalized) is 0.0801.